Dataset: Full USPTO retrosynthesis dataset with 1.9M reactions from patents (1976-2016). Task: Predict the reactants needed to synthesize the given product. (1) Given the product [Br:1][C:2]1[CH:7]=[CH:6][C:5]([NH:8][C:9]2[CH:14]=[CH:13][C:12]([C:15]([C:17]3[CH:22]=[CH:21][CH:20]=[CH:19][C:18]=3[CH3:23])=[O:16])=[C:11]([Cl:24])[CH:10]=2)=[C:4]([CH:3]=1)[CH2:25][O:26][CH2:27][CH2:28][N:34]1[C:35](=[O:36])[CH2:37][N:31]([CH3:30])[C:32]1=[O:33], predict the reactants needed to synthesize it. The reactants are: [Br:1][C:2]1[CH:7]=[CH:6][C:5]([NH:8][C:9]2[CH:14]=[CH:13][C:12]([C:15]([C:17]3[CH:22]=[CH:21][CH:20]=[CH:19][C:18]=3[CH3:23])=[O:16])=[C:11]([Cl:24])[CH:10]=2)=[C:4]([CH2:25][O:26][CH2:27][CH2:28]O)[CH:3]=1.[CH3:30][N:31]1[CH2:37][C:35](=[O:36])[NH:34][C:32]1=[O:33]. (2) Given the product [Cl:23][C:20]1[CH:21]=[CH:22][C:17]([C:13]2[S:12][C:11]([NH:10][C:9]([NH:8][C@H:7]([C:29]([O:31][CH:32]3[CH2:33][CH2:34][CH2:35][CH2:36]3)=[O:30])[CH2:6][OH:5])=[O:28])=[N:15][C:14]=2[CH3:16])=[CH:18][C:19]=1[S:24]([CH3:27])(=[O:25])=[O:26], predict the reactants needed to synthesize it. The reactants are: C([O:5][CH2:6][C@@H:7]([C:29]([O:31][CH:32]1[CH2:36][CH2:35][CH2:34][CH2:33]1)=[O:30])[NH:8][C:9](=[O:28])[NH:10][C:11]1[S:12][C:13]([C:17]2[CH:22]=[CH:21][C:20]([Cl:23])=[C:19]([S:24]([CH3:27])(=[O:26])=[O:25])[CH:18]=2)=[C:14]([CH3:16])[N:15]=1)(C)(C)C.Cl.